From a dataset of Catalyst prediction with 721,799 reactions and 888 catalyst types from USPTO. Predict which catalyst facilitates the given reaction. (1) Reactant: C([C:3]1[N:4]([CH2:18][C:19]2[CH:24]=[CH:23][CH:22]=[CH:21][C:20]=2[O:25][C:26]2[CH:31]=[CH:30][CH:29]=[CH:28][CH:27]=2)[C:5]2[C:10]([C:11](=[O:16])[C:12]=1[C:13]([OH:15])=[O:14])=[N:9][CH:8]=[C:7]([Br:17])[CH:6]=2)C.O.[OH-].[Li+]. Product: [Br:17][C:7]1[CH:6]=[C:5]2[C:10]([C:11](=[O:16])[C:12]([C:13]([OH:15])=[O:14])=[CH:3][N:4]2[CH2:18][C:19]2[CH:24]=[CH:23][CH:22]=[CH:21][C:20]=2[O:25][C:26]2[CH:27]=[CH:28][CH:29]=[CH:30][CH:31]=2)=[N:9][CH:8]=1. The catalyst class is: 24. (2) Reactant: C(OC([N:8]1[CH2:13][CH2:12][CH:11]([O:14][CH2:15][C:16]2[N:20]=[C:19]([C:21]3[O:29][C:28]4[CH:27]=[CH:26][N:25]=[C:24]([Cl:30])[C:23]=4[CH:22]=3)[O:18][N:17]=2)[CH2:10][CH2:9]1)=O)(C)(C)C.O.C(O)(C(F)(F)F)=O. Product: [Cl:30][C:24]1[C:23]2[CH:22]=[C:21]([C:19]3[O:18][N:17]=[C:16]([CH2:15][O:14][CH:11]4[CH2:10][CH2:9][NH:8][CH2:13][CH2:12]4)[N:20]=3)[O:29][C:28]=2[CH:27]=[CH:26][N:25]=1. The catalyst class is: 2. (3) Reactant: [B-](Cl)(Cl)(Cl)[S+](C)C.[CH2:8]([C@H:15]1[CH2:19][O:18][C:17](=[O:20])[N:16]1[C:21](=[O:43])[CH2:22][C@@H:23]([C:29]1[CH:34]=[CH:33][C:32]([O:35]CC2C=CC=CC=2)=[CH:31][CH:30]=1)[C:24]1[CH:28]=[CH:27][O:26][N:25]=1)[C:9]1[CH:14]=[CH:13][CH:12]=[CH:11][CH:10]=1. Product: [CH2:8]([C@H:15]1[CH2:19][O:18][C:17](=[O:20])[N:16]1[C:21](=[O:43])[CH2:22][C@@H:23]([C:29]1[CH:34]=[CH:33][C:32]([OH:35])=[CH:31][CH:30]=1)[C:24]1[CH:28]=[CH:27][O:26][N:25]=1)[C:9]1[CH:14]=[CH:13][CH:12]=[CH:11][CH:10]=1. The catalyst class is: 2.